From a dataset of Catalyst prediction with 721,799 reactions and 888 catalyst types from USPTO. Predict which catalyst facilitates the given reaction. Reactant: [C:1]([O:5][C:6]([N:8]1[CH2:13][CH2:12][N:11]([C:14]([C:16]2[C:24]3[C:19](=[CH:20][C:21](Br)=[CH:22][CH:23]=3)[N:18]([C:26]3[CH:31]=[CH:30][CH:29]=[CH:28][CH:27]=3)[C:17]=2[O:32][C:33]2[CH:38]=[C:37]([F:39])[CH:36]=[CH:35][C:34]=2[CH3:40])=[O:15])[CH2:10][CH2:9]1)=[O:7])([CH3:4])([CH3:3])[CH3:2].[CH3:41][N:42](C=O)C. Product: [C:1]([O:5][C:6]([N:8]1[CH2:13][CH2:12][N:11]([C:14]([C:16]2[C:24]3[C:19](=[CH:20][C:21]([C:41]#[N:42])=[CH:22][CH:23]=3)[N:18]([C:26]3[CH:31]=[CH:30][CH:29]=[CH:28][CH:27]=3)[C:17]=2[O:32][C:33]2[CH:38]=[C:37]([F:39])[CH:36]=[CH:35][C:34]=2[CH3:40])=[O:15])[CH2:10][CH2:9]1)=[O:7])([CH3:4])([CH3:3])[CH3:2]. The catalyst class is: 507.